Dataset: Catalyst prediction with 721,799 reactions and 888 catalyst types from USPTO. Task: Predict which catalyst facilitates the given reaction. (1) Reactant: N[CH:2]([C:7](=[O:36])[NH:8][CH2:9][C:10]([CH3:35])([CH3:34])[CH2:11][CH2:12][CH2:13][CH2:14][O:15][C:16]1[CH:21]=[C:20]([C:22]2[CH:27]=[CH:26][CH:25]=[CH:24][CH:23]=2)[CH:19]=[C:18]([C:28]2[CH:33]=[CH:32][CH:31]=[CH:30][CH:29]=2)[N:17]=1)[CH2:3][C:4]([OH:6])=[O:5].C([N:39](CC)CC)C.[C:44]([O:48][C:49]([O:51]C(OC(C)(C)C)=O)=O)([CH3:47])([CH3:46])[CH3:45]. Product: [C:44]([O:48][C:49]([NH:39][CH:3]([CH2:2][C:7](=[O:36])[NH:8][CH2:9][C:10]([CH3:34])([CH3:35])[CH2:11][CH2:12][CH2:13][CH2:14][O:15][C:16]1[CH:21]=[C:20]([C:22]2[CH:27]=[CH:26][CH:25]=[CH:24][CH:23]=2)[CH:19]=[C:18]([C:28]2[CH:33]=[CH:32][CH:31]=[CH:30][CH:29]=2)[N:17]=1)[C:4]([OH:6])=[O:5])=[O:51])([CH3:47])([CH3:46])[CH3:45]. The catalyst class is: 10. (2) The catalyst class is: 29. Reactant: [C:1]([O:5][C:6](=[O:23])[N:7]([CH:20]([CH3:22])[CH3:21])[CH2:8][CH2:9][O:10][C:11]1[CH:16]=[CH:15][C:14]([N+:17]([O-])=O)=[CH:13][CH:12]=1)([CH3:4])([CH3:3])[CH3:2]. Product: [C:1]([O:5][C:6](=[O:23])[N:7]([CH2:8][CH2:9][O:10][C:11]1[CH:12]=[CH:13][C:14]([NH2:17])=[CH:15][CH:16]=1)[CH:20]([CH3:21])[CH3:22])([CH3:3])([CH3:4])[CH3:2]. (3) Reactant: [CH2:1]([O:3][C:4](=[O:23])[CH2:5][C@H:6]1[CH2:11][CH2:10][C@@H:9]([NH:12][CH:13]([CH3:15])[CH3:14])[CH2:8][N:7]1[C:16]([O:18][C:19]([CH3:22])([CH3:21])[CH3:20])=[O:17])[CH3:2].C(N(C(C)C)CC)(C)C.[CH:33]1[CH:38]=[CH:37][C:36]([CH2:39][O:40][C:41](Cl)=[O:42])=[CH:35][CH:34]=1. Product: [CH2:39]([O:40][C:41]([N:12]([CH:13]([CH3:14])[CH3:15])[C@H:9]1[CH2:8][N:7]([C:16]([O:18][C:19]([CH3:20])([CH3:21])[CH3:22])=[O:17])[C@@H:6]([CH2:5][C:4]([O:3][CH2:1][CH3:2])=[O:23])[CH2:11][CH2:10]1)=[O:42])[C:36]1[CH:37]=[CH:38][CH:33]=[CH:34][CH:35]=1. The catalyst class is: 526. (4) Reactant: [F:1][CH:2]([F:18])[C@@:3]1([C:10]2[CH:15]=[CH:14][CH:13]=[C:12]([F:16])[C:11]=2[F:17])[CH2:8][O:7][CH2:6][C:5]([NH2:9])=[N:4]1.[N+:19]([O-])([O-:21])=[O:20].[K+].C([O-])([O-])=O.[Na+].[Na+]. Product: [F:18][CH:2]([F:1])[C@@:3]1([C:10]2[CH:15]=[C:14]([N+:19]([O-:21])=[O:20])[CH:13]=[C:12]([F:16])[C:11]=2[F:17])[CH2:8][O:7][CH2:6][C:5]([NH2:9])=[N:4]1. The catalyst class is: 82. (5) Reactant: [F:1][C:2]([F:22])([F:21])[C:3]1[CH:8]=[CH:7][CH:6]=[CH:5][C:4]=1[C:9]1[NH:13][C:12]2[CH:14]=[CH:15][CH:16]=[C:17]([C:18](O)=[O:19])[C:11]=2[N:10]=1.[CH3:23][C:24]1([CH3:38])[O:28][C@H:27]([CH2:29][O:30][C:31]2[CH:32]=[C:33]([CH:35]=[CH:36][CH:37]=2)[NH2:34])[CH2:26][O:25]1.CN(C(ON1N=NC2C=CC=NC1=2)=[N+](C)C)C.F[P-](F)(F)(F)(F)F.CCN(C(C)C)C(C)C. Product: [CH3:23][C:24]1([CH3:38])[O:28][C@H:27]([CH2:29][O:30][C:31]2[CH:32]=[C:33]([NH:34][C:18]([C:17]3[C:11]4[N:10]=[C:9]([C:4]5[CH:5]=[CH:6][CH:7]=[CH:8][C:3]=5[C:2]([F:1])([F:21])[F:22])[NH:13][C:12]=4[CH:14]=[CH:15][CH:16]=3)=[O:19])[CH:35]=[CH:36][CH:37]=2)[CH2:26][O:25]1. The catalyst class is: 179. (6) Reactant: [F:1][C:2]1[C:7]([NH:8][CH2:9][C:10]2[CH:15]=[CH:14][C:13]([F:16])=[CH:12][CH:11]=2)=[CH:6][C:5]([NH2:17])=[C:4]([N+:18]([O-])=O)[CH:3]=1.[Cl-].[NH4+].CCN(C(C)C)C(C)C.Cl[C:33]([O:35][CH2:36][CH3:37])=[O:34]. Product: [NH2:17][C:5]1[CH:6]=[C:7]([NH:8][CH2:9][C:10]2[CH:15]=[CH:14][C:13]([F:16])=[CH:12][CH:11]=2)[C:2]([F:1])=[CH:3][C:4]=1[NH:18][C:33](=[O:34])[O:35][CH2:36][CH3:37]. The catalyst class is: 284.